From a dataset of Forward reaction prediction with 1.9M reactions from USPTO patents (1976-2016). Predict the product of the given reaction. Given the reactants C([O:3][C:4]([C:6]1[C:7]([CH3:19])=[N:8][C:9]([C:12]2[CH:17]=[CH:16][CH:15]=[C:14]([F:18])[CH:13]=2)=[N:10][CH:11]=1)=[O:5])C.[OH-].[Na+].C1COCC1.CO, predict the reaction product. The product is: [F:18][C:14]1[CH:13]=[C:12]([C:9]2[N:8]=[C:7]([CH3:19])[C:6]([C:4]([OH:5])=[O:3])=[CH:11][N:10]=2)[CH:17]=[CH:16][CH:15]=1.